This data is from NCI-60 drug combinations with 297,098 pairs across 59 cell lines. The task is: Regression. Given two drug SMILES strings and cell line genomic features, predict the synergy score measuring deviation from expected non-interaction effect. (1) Drug 1: C1CN1P(=S)(N2CC2)N3CC3. Drug 2: CC1CCCC2(C(O2)CC(NC(=O)CC(C(C(=O)C(C1O)C)(C)C)O)C(=CC3=CSC(=N3)C)C)C. Cell line: MDA-MB-231. Synergy scores: CSS=27.7, Synergy_ZIP=-4.34, Synergy_Bliss=-5.66, Synergy_Loewe=-8.34, Synergy_HSA=-3.21. (2) Drug 1: COC1=C(C=C2C(=C1)N=CN=C2NC3=CC(=C(C=C3)F)Cl)OCCCN4CCOCC4. Drug 2: CC1=C(C=C(C=C1)C(=O)NC2=CC(=CC(=C2)C(F)(F)F)N3C=C(N=C3)C)NC4=NC=CC(=N4)C5=CN=CC=C5. Cell line: SF-539. Synergy scores: CSS=12.9, Synergy_ZIP=-2.60, Synergy_Bliss=1.52, Synergy_Loewe=1.35, Synergy_HSA=1.42. (3) Drug 1: CC1CCC2CC(C(=CC=CC=CC(CC(C(=O)C(C(C(=CC(C(=O)CC(OC(=O)C3CCCCN3C(=O)C(=O)C1(O2)O)C(C)CC4CCC(C(C4)OC)OCCO)C)C)O)OC)C)C)C)OC. Drug 2: C(CCl)NC(=O)N(CCCl)N=O. Cell line: KM12. Synergy scores: CSS=18.6, Synergy_ZIP=-3.27, Synergy_Bliss=1.08, Synergy_Loewe=0.125, Synergy_HSA=1.45. (4) Drug 1: CCC(=C(C1=CC=CC=C1)C2=CC=C(C=C2)OCCN(C)C)C3=CC=CC=C3.C(C(=O)O)C(CC(=O)O)(C(=O)O)O. Drug 2: C1=CC=C(C(=C1)C(C2=CC=C(C=C2)Cl)C(Cl)Cl)Cl. Cell line: HT29. Synergy scores: CSS=-1.11, Synergy_ZIP=0.529, Synergy_Bliss=2.52, Synergy_Loewe=-8.62, Synergy_HSA=-3.89. (5) Drug 1: CC(C1=C(C=CC(=C1Cl)F)Cl)OC2=C(N=CC(=C2)C3=CN(N=C3)C4CCNCC4)N. Drug 2: CC1=C2C(C(=O)C3(C(CC4C(C3C(C(C2(C)C)(CC1OC(=O)C(C(C5=CC=CC=C5)NC(=O)OC(C)(C)C)O)O)OC(=O)C6=CC=CC=C6)(CO4)OC(=O)C)OC)C)OC. Cell line: SNB-19. Synergy scores: CSS=40.9, Synergy_ZIP=1.59, Synergy_Bliss=0.218, Synergy_Loewe=-13.0, Synergy_HSA=1.56. (6) Drug 1: C1=NC2=C(N=C(N=C2N1C3C(C(C(O3)CO)O)F)Cl)N. Drug 2: CCN(CC)CCNC(=O)C1=C(NC(=C1C)C=C2C3=C(C=CC(=C3)F)NC2=O)C. Cell line: DU-145. Synergy scores: CSS=2.33, Synergy_ZIP=0.131, Synergy_Bliss=-0.681, Synergy_Loewe=-2.28, Synergy_HSA=-1.85.